Predict the product of the given reaction. From a dataset of Forward reaction prediction with 1.9M reactions from USPTO patents (1976-2016). (1) Given the reactants Cl.[CH3:2][NH:3][O:4][CH3:5].[F:6][C:7]([F:15])([F:14])[C:8]1([C:11](O)=[O:12])[CH2:10][CH2:9]1.C(Cl)CCl.O.OC1C2N=NNC=2C=CC=1.CN1CCOCC1, predict the reaction product. The product is: [CH3:5][O:4][N:3]([CH3:2])[C:11]([C:8]1([C:7]([F:15])([F:14])[F:6])[CH2:10][CH2:9]1)=[O:12]. (2) Given the reactants [CH3:1][O:2][C:3]1[CH:4]=[C:5]2[C:9](=[CH:10][CH:11]=1)NC=C2C=O.Br[C:15]1[S:19][C:18]([S:20](Cl)(=[O:22])=[O:21])=[CH:17][CH:16]=1.S(Cl)(Cl)(=O)=O.C([O:31][C:32](=[O:53])[CH2:33][CH2:34][C:35]1[C:43]2[C:38](=[CH:39][CH:40]=[C:41]([O:44][CH3:45])[CH:42]=2)[N:37](CC2SC(Br)=CC=2)[CH:36]=1)C, predict the reaction product. The product is: [CH3:45][O:44][C:41]1[CH:42]=[C:43]2[C:38](=[CH:39][CH:40]=1)[N:37]([S:20]([C:18]1[S:19][C:15]([C:9]3[CH:5]=[CH:4][C:3]([O:2][CH3:1])=[CH:11][CH:10]=3)=[CH:16][CH:17]=1)(=[O:22])=[O:21])[CH:36]=[C:35]2[CH2:34][CH2:33][C:32]([OH:31])=[O:53]. (3) The product is: [CH2:1]([NH:7][S:8]([C:11]1[C:16]([Cl:17])=[CH:15][CH:14]=[C:13]([NH2:18])[C:12]=1[OH:21])(=[O:9])=[O:10])[C@H:2]1[O:6][CH2:5][CH2:4][CH2:3]1. Given the reactants [CH2:1]([NH:7][S:8]([C:11]1[C:16]([Cl:17])=[CH:15][CH:14]=[C:13]([N+:18]([O-])=O)[C:12]=1[OH:21])(=[O:10])=[O:9])[C@H:2]1[O:6][CH2:5][CH2:4][CH2:3]1.[H][H], predict the reaction product. (4) Given the reactants CC1CNC(C2C=CN=C(NC(=O)C3C=CC=CC=3)C=2)=N1.[CH2:22]([CH:29]1[CH2:33][NH:32][C:31]([C:34]2[CH:39]=[CH:38][N:37]=[C:36]([NH:40][C:41](=[O:48])[C:42]3[CH:47]=[CH:46][CH:45]=[CH:44][CH:43]=3)[CH:35]=2)=[N:30]1)[C:23]1[CH:28]=[CH:27][CH:26]=[CH:25][CH:24]=1, predict the reaction product. The product is: [CH2:22]([C:29]1[N:30]=[C:31]([C:34]2[CH:39]=[CH:38][N:37]=[C:36]([NH:40][C:41](=[O:48])[C:42]3[CH:47]=[CH:46][CH:45]=[CH:44][CH:43]=3)[CH:35]=2)[NH:32][CH:33]=1)[C:23]1[CH:28]=[CH:27][CH:26]=[CH:25][CH:24]=1. (5) The product is: [C:1]([C:4]1[CH2:8][CH2:7][C@H:6]([OH:9])[CH:5]=1)([CH3:3])=[CH2:2].[C:1]([C:4]1[CH2:5][CH2:6][C@@H:14]([O:13][C:10](=[O:12])[CH3:11])[CH:15]=1)([CH3:3])=[CH2:2]. Given the reactants [C:1]([C:4]1[CH2:8][CH2:7][CH:6]([OH:9])[CH:5]=1)([CH3:3])=[CH2:2].[C:10]([O:13][CH:14]=[CH2:15])(=[O:12])[CH3:11], predict the reaction product.